Dataset: Catalyst prediction with 721,799 reactions and 888 catalyst types from USPTO. Task: Predict which catalyst facilitates the given reaction. (1) Reactant: C([O:3][C:4](=[O:31])[CH2:5][N:6]1[C:14]2[C:9](=[CH:10][CH:11]=[C:12]([NH:15][C:16]3[CH:21]=[CH:20][CH:19]=[CH:18][CH:17]=3)[CH:13]=2)[C:8]([NH:22][C:23]2[C:28]([CH3:29])=[CH:27][CH:26]=[CH:25][C:24]=2[CH3:30])=[N:7]1)C.[OH-].[Na+]. Product: [CH3:30][C:24]1[CH:25]=[CH:26][CH:27]=[C:28]([CH3:29])[C:23]=1[NH:22][C:8]1[C:9]2[C:14](=[CH:13][C:12]([NH:15][C:16]3[CH:17]=[CH:18][CH:19]=[CH:20][CH:21]=3)=[CH:11][CH:10]=2)[N:6]([CH2:5][C:4]([OH:31])=[O:3])[N:7]=1. The catalyst class is: 5. (2) Reactant: [O:1]([C:8]1[CH:13]=[CH:12][C:11]([NH2:14])=[CH:10][CH:9]=1)[C:2]1[CH:7]=[CH:6][CH:5]=[CH:4][CH:3]=1.[Cl:15][CH2:16][C:17](Cl)=[O:18].C(N(CC)CC)C.C(=O)(O)[O-].[Na+]. Product: [Cl:15][CH2:16][C:17]([NH:14][C:11]1[CH:10]=[CH:9][C:8]([O:1][C:2]2[CH:7]=[CH:6][CH:5]=[CH:4][CH:3]=2)=[CH:13][CH:12]=1)=[O:18]. The catalyst class is: 7. (3) Reactant: CC(OI1(OC(C)=O)(OC(C)=O)OC(=O)C2C=CC=CC1=2)=O.[F:23][C:24]([F:63])([CH2:60][CH2:61][CH3:62])[CH2:25][C@H:26]([NH:51][C:52]([N:54]1[CH2:59][CH2:58][O:57][CH2:56][CH2:55]1)=[O:53])[C:27](=[O:50])[NH:28][C@H:29]([CH:32]([OH:49])[C:33]1[O:34][C:35]([C:38]2[CH:43]=[CH:42][C:41]([O:44][C:45]([F:48])([F:47])[F:46])=[CH:40][CH:39]=2)=[N:36][N:37]=1)[CH2:30][CH3:31].[O-]S([O-])(=S)=O.[Na+].[Na+]. Product: [F:63][C:24]([F:23])([CH2:60][CH2:61][CH3:62])[CH2:25][C@H:26]([NH:51][C:52]([N:54]1[CH2:55][CH2:56][O:57][CH2:58][CH2:59]1)=[O:53])[C:27](=[O:50])[NH:28][C@H:29]([C:32]([C:33]1[O:34][C:35]([C:38]2[CH:43]=[CH:42][C:41]([O:44][C:45]([F:46])([F:47])[F:48])=[CH:40][CH:39]=2)=[N:36][N:37]=1)=[O:49])[CH2:30][CH3:31]. The catalyst class is: 326.